From a dataset of NCI-60 drug combinations with 297,098 pairs across 59 cell lines. Regression. Given two drug SMILES strings and cell line genomic features, predict the synergy score measuring deviation from expected non-interaction effect. (1) Drug 1: CC1C(C(CC(O1)OC2CC(CC3=C2C(=C4C(=C3O)C(=O)C5=C(C4=O)C(=CC=C5)OC)O)(C(=O)C)O)N)O.Cl. Drug 2: CC1=CC=C(C=C1)C2=CC(=NN2C3=CC=C(C=C3)S(=O)(=O)N)C(F)(F)F. Cell line: SR. Synergy scores: CSS=62.7, Synergy_ZIP=10.0, Synergy_Bliss=9.79, Synergy_Loewe=-10.1, Synergy_HSA=11.3. (2) Drug 1: C1=C(C(=O)NC(=O)N1)F. Drug 2: CC12CCC3C(C1CCC2OP(=O)(O)O)CCC4=C3C=CC(=C4)OC(=O)N(CCCl)CCCl.[Na+]. Cell line: UACC-257. Synergy scores: CSS=24.6, Synergy_ZIP=-2.85, Synergy_Bliss=-3.79, Synergy_Loewe=-3.06, Synergy_HSA=-1.59.